Dataset: Forward reaction prediction with 1.9M reactions from USPTO patents (1976-2016). Task: Predict the product of the given reaction. Given the reactants [Cl:1][C:2]1[CH:7]=[C:6]([Cl:8])[CH:5]=[CH:4][C:3]=1[C:9]1[N:10]=[C:11](/[CH:16]=[CH:17]/[C:18]2[CH:23]=[CH:22][C:21]([C:24]3[CH:29]=[CH:28][C:27]([OH:30])=[CH:26][CH:25]=3)=[CH:20][CH:19]=2)[N:12]([CH2:14][CH3:15])[CH:13]=1.Br[CH:32]([C:37]1[CH:42]=[CH:41][CH:40]=[CH:39][CH:38]=1)[C:33]([O:35]C)=[O:34], predict the reaction product. The product is: [Cl:1][C:2]1[CH:7]=[C:6]([Cl:8])[CH:5]=[CH:4][C:3]=1[C:9]1[N:10]=[C:11](/[CH:16]=[CH:17]/[C:18]2[CH:23]=[CH:22][C:21]([C:24]3[CH:25]=[CH:26][C:27]([O:30][CH:32]([C:37]4[CH:42]=[CH:41][CH:40]=[CH:39][CH:38]=4)[C:33]([OH:35])=[O:34])=[CH:28][CH:29]=3)=[CH:20][CH:19]=2)[N:12]([CH2:14][CH3:15])[CH:13]=1.